This data is from Reaction yield outcomes from USPTO patents with 853,638 reactions. The task is: Predict the reaction yield, written as a fraction of the theoretical maximum amount of product (1.0 means a 100% yield; for example, 0.34 means a 34% yield). (1) The reactants are [O:1]=[C:2]1[C:6]2([CH2:11][CH2:10][N:9]([CH2:12][CH2:13][CH2:14][N:15]3[C:19]4[CH:20]=[CH:21][CH:22]=[CH:23][C:18]=4[NH:17][C:16]3=[O:24])[CH2:8][CH2:7]2)[N:5]([C:25]2[CH:30]=[CH:29][CH:28]=[CH:27][CH:26]=2)[CH2:4][N:3]1[C@H:31]([C:36]1[CH:41]=[CH:40][CH:39]=[CH:38][CH:37]=1)[C:32]([O:34]C)=[O:33].[OH-].[Li+].CO. The yield is 0.200. The catalyst is O. The product is [O:1]=[C:2]1[C:6]2([CH2:11][CH2:10][N:9]([CH2:12][CH2:13][CH2:14][N:15]3[C:19]4[CH:20]=[CH:21][CH:22]=[CH:23][C:18]=4[NH:17][C:16]3=[O:24])[CH2:8][CH2:7]2)[N:5]([C:25]2[CH:26]=[CH:27][CH:28]=[CH:29][CH:30]=2)[CH2:4][N:3]1[C@H:31]([C:36]1[CH:41]=[CH:40][CH:39]=[CH:38][CH:37]=1)[C:32]([OH:34])=[O:33]. (2) The reactants are C[O:2][C:3]1[CH:4]=[CH:5][C:6]([C:15]2[C:28]3[C:29]4=[C:30]5[C:25](=[CH:26][CH:27]=3)[CH:24]=[CH:23][CH:22]=[C:21]5[CH:20]=[CH:19][C:18]4=[CH:17][CH:16]=2)=[C:7]([C:9]2[CH:14]=[CH:13][CH:12]=[CH:11][CH:10]=2)[CH:8]=1.B(Br)(Br)Br. The catalyst is ClCCl. The product is [C:15]1([C:6]2[C:7]([C:9]3[CH:14]=[CH:13][CH:12]=[CH:11][CH:10]=3)=[CH:8][C:3]([OH:2])=[CH:4][CH:5]=2)[C:28]2[C:29]3=[C:30]4[C:25](=[CH:26][CH:27]=2)[CH:24]=[CH:23][CH:22]=[C:21]4[CH:20]=[CH:19][C:18]3=[CH:17][CH:16]=1. The yield is 0.910.